This data is from Experimentally validated miRNA-target interactions with 360,000+ pairs, plus equal number of negative samples. The task is: Binary Classification. Given a miRNA mature sequence and a target amino acid sequence, predict their likelihood of interaction. (1) The miRNA is mmu-miR-466p-5p with sequence UAUGUGUGUGUACAUGUACAU. The protein sequence of the target gene is METQQVDAVTFEDVAVDFTQEEWTSLDPVQRNLYRDVMLENYQNLATVGGQMFKPSLISWLEKKVELTVIEQGILQEWEMHLKTKRTALQQDRFWSDMSNGMQLGREHSGGEPGDPVQVGAVFSEDSCPQTHSSTSNTGNTFACNLDGKDFQPLLKETSTEENIVQLNQCVKPLIFTPDVSQKKCTPEKSVECSDCGETFVNQLELQTHSSSHREKNIHKSEECGQASTHPISHGGHVIPTEKKYYECKKCEKFFTHPVYLNIHMQSHTVEKPYDCKECGKAFTERSSLIVHLRQHTREK.... Result: 1 (interaction). (2) The miRNA is hsa-miR-5687 with sequence UUAGAACGUUUUAGGGUCAAAU. The protein sequence of the target gene is MASVLGSGRGSGGLSSQLKCKSKRRRRRRSKRKDKVSILSTFLAPFKYLSPGTTNTEDEDNLSTSSAEVKENRNVSNLGTRPLPPGDWARGSTPSVKRKRPLEEGNGGHFCKLQLIWKKLSWSVTPKNALVQLHELKPGLQYRMVSQTGPVHAPVFAVAVEVNGLTFEGTGPTKKKAKMRAAEMALKSFVQFPNAFQAHLAMGSSTSPCTDFTSDQADFPDTLFKEFEPSSKNEDFPGCHPVDTEFLSSAYRRGRLLYHTLDLMGQALPDRSRLAPGALGERNPVVVLNELRSGLRYVCL.... Result: 0 (no interaction).